Dataset: Catalyst prediction with 721,799 reactions and 888 catalyst types from USPTO. Task: Predict which catalyst facilitates the given reaction. (1) Reactant: C(OC([N:8]1[CH2:13][CH2:12][N:11]([C:14]2[C:23]3[C:18](=[CH:19][CH:20]=[C:21]([S:24][C:25]4[CH:30]=[CH:29][C:28]([Cl:31])=[CH:27][CH:26]=4)[CH:22]=3)[CH:17]=[CH:16][N:15]=2)[CH2:10][CH2:9]1)=O)(C)(C)C.OO.FC(F)(F)C(O)=[O:37].[OH-:41].[Na+]. Product: [ClH:31].[Cl:31][C:28]1[CH:29]=[CH:30][C:25]([S:24]([C:21]2[CH:22]=[C:23]3[C:18]([CH:17]=[CH:16][N:15]=[C:14]3[N:11]3[CH2:12][CH2:13][NH:8][CH2:9][CH2:10]3)=[CH:19][CH:20]=2)(=[O:37])=[O:41])=[CH:26][CH:27]=1. The catalyst class is: 84. (2) Reactant: [NH2:1][C:2]1[CH:7]=[CH:6][C:5]([S:8]([NH2:11])(=[O:10])=[O:9])=[C:4]([F:12])[CH:3]=1.[N:13]([O-])=O.[Na+].[Sn](Cl)(Cl)(Cl)[Cl:18].[OH-].[Na+]. Product: [ClH:18].[F:12][C:4]1[CH:3]=[C:2]([NH:1][NH2:13])[CH:7]=[CH:6][C:5]=1[S:8]([NH2:11])(=[O:9])=[O:10]. The catalyst class is: 126. (3) Reactant: C[O:2][C:3]1(OC)[CH2:6][C:5]([C:13]([O:15][CH:16]([CH3:18])[CH3:17])=[O:14])([C:7]([O:9][CH:10]([CH3:12])[CH3:11])=[O:8])[CH2:4]1.C(O)(C(F)(F)F)=O. Product: [O:2]=[C:3]1[CH2:6][C:5]([C:7]([O:9][CH:10]([CH3:12])[CH3:11])=[O:8])([C:13]([O:15][CH:16]([CH3:17])[CH3:18])=[O:14])[CH2:4]1. The catalyst class is: 124. (4) Reactant: C(OC([NH:8][C@H:9]1[CH2:14][CH2:13][CH2:12][N:11]([C:15]2[CH:20]=[CH:19][N:18]=[CH:17][C:16]=2[NH:21][C:22]([C:24]2[C:33]([NH:34]C(=O)OCC3C=CC=CC=3)=[CH:32][C:31]3[C:26](=[CH:27][C:28]([CH:45](O)[CH3:46])=[CH:29][CH:30]=3)[N:25]=2)=[O:23])[CH2:10]1)=O)(C)(C)C.C(N(S(F)(F)[F:54])CC)C.C([O-])(O)=O.[Na+].Br.CC(O)=O. Product: [NH2:34][C:33]1[C:24]([C:22]([NH:21][C:16]2[CH:17]=[N:18][CH:19]=[CH:20][C:15]=2[N:11]2[CH2:12][CH2:13][CH2:14][C@H:9]([NH2:8])[CH2:10]2)=[O:23])=[N:25][C:26]2[C:31]([CH:32]=1)=[CH:30][CH:29]=[C:28]([CH:45]([F:54])[CH3:46])[CH:27]=2. The catalyst class is: 2. (5) Reactant: [N:1]1[CH:6]=[CH:5][CH:4]=[CH:3][C:2]=1[CH2:7][C:8]([O:10][CH3:11])=[O:9].[N:12]([O-])=[O:13].[Na+].C(=O)([O-])O.[Na+]. Product: [CH3:11][O:10][C:8](=[O:9])[C:7](=[N:12][OH:13])[C:2]1[CH:3]=[CH:4][CH:5]=[CH:6][N:1]=1. The catalyst class is: 15.